This data is from NCI-60 drug combinations with 297,098 pairs across 59 cell lines. The task is: Regression. Given two drug SMILES strings and cell line genomic features, predict the synergy score measuring deviation from expected non-interaction effect. Drug 1: CC1=C2C(C(=O)C3(C(CC4C(C3C(C(C2(C)C)(CC1OC(=O)C(C(C5=CC=CC=C5)NC(=O)OC(C)(C)C)O)O)OC(=O)C6=CC=CC=C6)(CO4)OC(=O)C)OC)C)OC. Drug 2: COC1=C(C=C2C(=C1)N=CN=C2NC3=CC(=C(C=C3)F)Cl)OCCCN4CCOCC4. Cell line: ACHN. Synergy scores: CSS=52.0, Synergy_ZIP=-7.76, Synergy_Bliss=-10.5, Synergy_Loewe=-1.94, Synergy_HSA=-0.782.